From a dataset of Full USPTO retrosynthesis dataset with 1.9M reactions from patents (1976-2016). Predict the reactants needed to synthesize the given product. (1) Given the product [CH2:1]([O:3][C:4]([C:6]1[N:7]=[N:8][C:9]([Cl:13])=[CH:10][C:11]=1[NH:25][C:23]1[CH:22]=[CH:21][CH:20]=[C:19]([N:14]2[CH:18]=[CH:17][N:16]=[N:15]2)[N:24]=1)=[O:5])[CH3:2], predict the reactants needed to synthesize it. The reactants are: [CH2:1]([O:3][C:4]([C:6]1[N:7]=[N:8][C:9]([Cl:13])=[CH:10][C:11]=1Cl)=[O:5])[CH3:2].[N:14]1([C:19]2[N:24]=[C:23]([NH2:25])[CH:22]=[CH:21][CH:20]=2)[CH:18]=[CH:17][N:16]=[N:15]1.CC1(C)C2C(=C(P(C3C=CC=CC=3)C3C=CC=CC=3)C=CC=2)OC2C(P(C3C=CC=CC=3)C3C=CC=CC=3)=CC=CC1=2.C(=O)([O-])[O-].[Cs+].[Cs+]. (2) Given the product [Cl:13][C:4]1[CH:3]=[C:2]([C:22]2[CH2:27][CH2:26][N:25]([C:28]([O:30][C:31]([CH3:34])([CH3:33])[CH3:32])=[O:29])[CH2:24][CH:23]=2)[CH:12]=[CH:11][C:5]=1[C:6]([O:8][CH2:9][CH3:10])=[O:7], predict the reactants needed to synthesize it. The reactants are: Br[C:2]1[CH:12]=[CH:11][C:5]([C:6]([O:8][CH2:9][CH3:10])=[O:7])=[C:4]([Cl:13])[CH:3]=1.CC1(C)C(C)(C)OB([C:22]2[CH2:27][CH2:26][N:25]([C:28]([O:30][C:31]([CH3:34])([CH3:33])[CH3:32])=[O:29])[CH2:24][CH:23]=2)O1.C(=O)([O-])[O-].[K+].[K+]. (3) The reactants are: Cl.[NH:2]1[CH2:5][CH:4]([C:6]2[NH:10][N:9]=[C:8]([C:11]3[CH:16]=[CH:15][CH:14]=[CH:13][N:12]=3)[N:7]=2)[CH2:3]1.C(N(CC)CC)C.[C:24]1([C:30]2[C:31]([C:39]3[CH:46]=[CH:45][C:42]([CH:43]=O)=[CH:41][CH:40]=3)=[N:32][C:33]3[N:34]([CH:36]=[CH:37][N:38]=3)[CH:35]=2)[CH:29]=[CH:28][CH:27]=[CH:26][CH:25]=1.C(O)(=O)C.[BH-](OC(C)=O)(OC(C)=O)OC(C)=O.[Na+]. Given the product [C:24]1([C:30]2[C:31]([C:39]3[CH:40]=[CH:41][C:42]([CH2:43][N:2]4[CH2:5][CH:4]([C:6]5[N:7]=[C:8]([C:11]6[CH:16]=[CH:15][CH:14]=[CH:13][N:12]=6)[NH:9][N:10]=5)[CH2:3]4)=[CH:45][CH:46]=3)=[N:32][C:33]3[N:34]([CH:36]=[CH:37][N:38]=3)[CH:35]=2)[CH:29]=[CH:28][CH:27]=[CH:26][CH:25]=1, predict the reactants needed to synthesize it. (4) Given the product [I:53][C:44]1[C:43]([O:41][CH2:40][CH2:39][C:35]2[N:34]([C:15]([C:28]3[CH:29]=[CH:30][CH:31]=[CH:32][CH:33]=3)([C:22]3[CH:23]=[CH:24][CH:25]=[CH:26][CH:27]=3)[C:16]3[CH:21]=[CH:20][CH:19]=[CH:18][CH:17]=3)[CH:38]=[CH:37][N:36]=2)=[CH:52][C:47]([C:48]([O:50][CH3:51])=[O:49])=[CH:46][N:45]=1, predict the reactants needed to synthesize it. The reactants are: N(C(OC(C)C)=O)=NC(OC(C)C)=O.[C:15]([N:34]1[CH:38]=[CH:37][N:36]=[C:35]1[CH2:39][CH2:40][OH:41])([C:28]1[CH:33]=[CH:32][CH:31]=[CH:30][CH:29]=1)([C:22]1[CH:27]=[CH:26][CH:25]=[CH:24][CH:23]=1)[C:16]1[CH:21]=[CH:20][CH:19]=[CH:18][CH:17]=1.O[C:43]1[C:44]([I:53])=[N:45][CH:46]=[C:47]([CH:52]=1)[C:48]([O:50][CH3:51])=[O:49].C1(P(C2C=CC=CC=2)C2C=CC=CC=2)C=CC=CC=1.O1CCCC1. (5) Given the product [NH2:1][C:2]1[NH:3][C:4](=[O:30])[C:5]([N+:27]([O-:29])=[O:28])=[C:6]([CH:8]([CH2:14][C:15]2[CH:20]=[CH:19][C:18]([O:21][CH3:22])=[C:17]([O:23][CH3:24])[CH:16]=2)[C:25]#[N:26])[N:7]=1, predict the reactants needed to synthesize it. The reactants are: [NH2:1][C:2]1[NH:3][C:4](=[O:30])[C:5]([N+:27]([O-:29])=[O:28])=[C:6]([C:8]([C:25]#[N:26])([CH2:14][C:15]2[CH:20]=[CH:19][C:18]([O:21][CH3:22])=[C:17]([O:23][CH3:24])[CH:16]=2)C(OCC)=O)[N:7]=1.Cl. (6) Given the product [O:8]1[C:12]2[CH:13]=[CH:14][CH:15]=[CH:16][C:11]=2[CH:10]([NH:17][C:18]2[CH:27]=[CH:26][C:25]3[C:20](=[CH:21][CH:22]=[C:23]([NH:28][S:3]([N:2]([CH3:7])[CH3:1])(=[O:5])=[O:4])[CH:24]=3)[N:19]=2)[CH2:9]1, predict the reactants needed to synthesize it. The reactants are: [CH3:1][N:2]([CH3:7])[S:3](Cl)(=[O:5])=[O:4].[O:8]1[C:12]2[CH:13]=[CH:14][CH:15]=[CH:16][C:11]=2[CH:10]([NH:17][C:18]2[CH:27]=[CH:26][C:25]3[C:20](=[CH:21][CH:22]=[C:23]([NH2:28])[CH:24]=3)[N:19]=2)[CH2:9]1. (7) Given the product [Cl:1][C:2]1[CH:3]=[C:4]2[C:8](=[CH:9][CH:10]=1)[N:7]([CH:26]1[CH2:27][CH2:28][N:23]([C:20]3[N:21]=[N:22][C:17]([C:15]4[CH:14]=[N:13][N:12]([CH3:11])[CH:16]=4)=[CH:18][CH:19]=3)[CH2:24][CH2:25]1)[CH2:6][CH2:5]2, predict the reactants needed to synthesize it. The reactants are: [Cl:1][C:2]1[CH:3]=[C:4]2[C:8](=[CH:9][CH:10]=1)[NH:7][CH2:6][CH2:5]2.[CH3:11][N:12]1[CH:16]=[C:15]([C:17]2[N:22]=[N:21][C:20]([N:23]3[CH2:28][CH2:27][C:26](=O)[CH2:25][CH2:24]3)=[CH:19][CH:18]=2)[CH:14]=[N:13]1. (8) Given the product [Br:1][C:2]1[CH:7]=[CH:6][C:5]([C:8](=[N:22][O:23][CH2:24][CH3:25])[CH:9]2[CH2:10][CH2:11][N:12]([C:15]3([CH3:21])[CH2:20][CH2:19][N:18]([C:35]([C:27]4[NH:26][C:34]5[C:29]([CH:28]=4)=[CH:30][CH:31]=[CH:32][CH:33]=5)=[O:36])[CH2:17][CH2:16]3)[CH2:13][CH2:14]2)=[CH:4][CH:3]=1, predict the reactants needed to synthesize it. The reactants are: [Br:1][C:2]1[CH:7]=[CH:6][C:5]([C:8](=[N:22][O:23][CH2:24][CH3:25])[CH:9]2[CH2:14][CH2:13][N:12]([C:15]3([CH3:21])[CH2:20][CH2:19][NH:18][CH2:17][CH2:16]3)[CH2:11][CH2:10]2)=[CH:4][CH:3]=1.[NH:26]1[C:34]2[C:29](=[CH:30][CH:31]=[CH:32][CH:33]=2)[CH:28]=[C:27]1[C:35](O)=[O:36].CCN(CC)CC.CN(C(ON1N=NC2C=CC=NC1=2)=[N+](C)C)C.F[P-](F)(F)(F)(F)F.